From a dataset of Forward reaction prediction with 1.9M reactions from USPTO patents (1976-2016). Predict the product of the given reaction. (1) Given the reactants [Cl:1][C:2]1[CH:7]=[CH:6][C:5]([C@H:8]2[N:15]3[C:11]([S:12][C:13]([C:19]([N:21]4[CH2:28][CH2:27][CH2:26][C@H:22]4[C:23](O)=[O:24])=[O:20])=[C:14]3[CH:16]([CH3:18])[CH3:17])=[N:10][C@:9]2([C:30]2[CH:35]=[CH:34][C:33]([Cl:36])=[CH:32][CH:31]=2)[CH3:29])=[CH:4][CH:3]=1.[CH3:37][N:38]1[CH2:46][C@H:45]2[C@@H:40]([NH:41][C:42](=[O:47])[CH2:43][NH:44]2)[CH2:39]1, predict the reaction product. The product is: [Cl:1][C:2]1[CH:7]=[CH:6][C:5]([C@H:8]2[N:15]3[C:11]([S:12][C:13]([C:19]([N:21]4[CH2:28][CH2:27][CH2:26][C@H:22]4[C:23]([N:44]4[CH2:43][C:42](=[O:47])[NH:41][C@H:40]5[CH2:39][N:38]([CH3:37])[CH2:46][C@H:45]45)=[O:24])=[O:20])=[C:14]3[CH:16]([CH3:18])[CH3:17])=[N:10][C@:9]2([C:30]2[CH:35]=[CH:34][C:33]([Cl:36])=[CH:32][CH:31]=2)[CH3:29])=[CH:4][CH:3]=1. (2) Given the reactants [Cl:1][CH2:2][CH2:3][CH2:4][N:5]1[CH2:10][C:9]2[CH:11]=[CH:12][CH:13]=[CH:14][C:8]=2[NH:7][S:6]1(=[O:16])=[O:15].[CH3:17][O:18][C:19]1[CH:20]=[C:21](B(O)O)[CH:22]=[CH:23][CH:24]=1, predict the reaction product. The product is: [Cl:1][CH2:2][CH2:3][CH2:4][N:5]1[CH2:10][C:9]2[CH:11]=[CH:12][CH:13]=[CH:14][C:8]=2[N:7]([C:23]2[CH:22]=[CH:21][CH:20]=[C:19]([O:18][CH3:17])[CH:24]=2)[S:6]1(=[O:16])=[O:15]. (3) Given the reactants [OH:1][CH2:2][C@H:3]1[CH2:18][N:7]2[CH2:8][CH2:9][N:10]([C:12]3[N:17]=[CH:16][CH:15]=[CH:14][N:13]=3)[CH2:11][C@@H:6]2[CH2:5][CH2:4]1.[C:19]1(O)[CH:24]=[CH:23][CH:22]=[CH:21][CH:20]=1.C1(P(C2C=CC=CC=2)C2C=CC=CC=2)C=CC=CC=1.N(C(OCC)=O)=NC(OCC)=O, predict the reaction product. The product is: [O:1]([CH2:2][C@H:3]1[CH2:18][N:7]2[CH2:8][CH2:9][N:10]([C:12]3[N:17]=[CH:16][CH:15]=[CH:14][N:13]=3)[CH2:11][C@@H:6]2[CH2:5][CH2:4]1)[C:19]1[CH:24]=[CH:23][CH:22]=[CH:21][CH:20]=1. (4) Given the reactants C(OC(=O)[NH:7][C@H:8]([C:15](=[O:34])[N:16]([C:26]1[CH:31]=[CH:30][C:29]([CH3:32])=[C:28]([CH3:33])[CH:27]=1)[CH2:17][CH2:18][C:19]1[CH:24]=[CH:23][C:22]([CH3:25])=[CH:21][N:20]=1)[C:9]1[CH:14]=[CH:13][CH:12]=[CH:11][CH:10]=1)(C)(C)C.[ClH:36], predict the reaction product. The product is: [ClH:36].[ClH:36].[NH2:7][C@@H:8]([C:9]1[CH:14]=[CH:13][CH:12]=[CH:11][CH:10]=1)[C:15]([N:16]([C:26]1[CH:31]=[CH:30][C:29]([CH3:32])=[C:28]([CH3:33])[CH:27]=1)[CH2:17][CH2:18][C:19]1[CH:24]=[CH:23][C:22]([CH3:25])=[CH:21][N:20]=1)=[O:34]. (5) Given the reactants [C:1]([C:4]1[C:12]2[O:11][CH2:10][C:9](=[O:13])[C:8]=2[CH:7]=[CH:6][C:5]=1[OH:14])(=O)[CH3:2].C(O)(=O)C.[C:19]([N:26]1[CH2:31][CH2:30][NH:29][CH2:28][CH2:27]1)([O:21][C:22]([CH3:25])([CH3:24])[CH3:23])=[O:20].C(O[BH-](OC(=O)C)OC(=O)C)(=O)C.[Na+], predict the reaction product. The product is: [OH:14][C:5]1[CH:6]=[CH:7][C:8]2[C:9](=[O:13])[CH2:10][O:11][C:12]=2[C:4]=1[CH:1]([N:29]1[CH2:28][CH2:27][N:26]([C:19]([O:21][C:22]([CH3:25])([CH3:24])[CH3:23])=[O:20])[CH2:31][CH2:30]1)[CH3:2]. (6) Given the reactants [CH3:1][O:2][C:3]1[CH:4]=[C:5]([CH:9]=[C:10]([N+:13]([O-:15])=[O:14])[C:11]=1[CH3:12])[C:6]([OH:8])=O.[Cl:16][C:17]1[CH:18]=[C:19]([CH:22]=[CH:23][CH:24]=1)[CH2:20][NH2:21], predict the reaction product. The product is: [Cl:16][C:17]1[CH:18]=[C:19]([CH:22]=[CH:23][CH:24]=1)[CH2:20][NH:21][C:6](=[O:8])[C:5]1[CH:9]=[C:10]([N+:13]([O-:15])=[O:14])[C:11]([CH3:12])=[C:3]([O:2][CH3:1])[CH:4]=1.